This data is from Forward reaction prediction with 1.9M reactions from USPTO patents (1976-2016). The task is: Predict the product of the given reaction. (1) Given the reactants [CH3:1][C:2]1[C:6]2[CH:7]=[CH:8][C:9]([CH3:11])=[CH:10][C:5]=2[O:4][C:3]=1[CH:12]([CH2:28][CH2:29][CH2:30][CH3:31])[CH2:13][CH2:14][S:15][C:16]1[S:17][C:18]([CH2:22][C:23]([O:25]CC)=[O:24])=[C:19]([CH3:21])[N:20]=1.[OH-].[Na+], predict the reaction product. The product is: [CH3:1][C:2]1[C:6]2[CH:7]=[CH:8][C:9]([CH3:11])=[CH:10][C:5]=2[O:4][C:3]=1[CH:12]([CH2:28][CH2:29][CH2:30][CH3:31])[CH2:13][CH2:14][S:15][C:16]1[S:17][C:18]([CH2:22][C:23]([OH:25])=[O:24])=[C:19]([CH3:21])[N:20]=1. (2) Given the reactants C(O)(=O)C.C[O:6][C:7]1[CH:8]=[C:9]([C:20]2[C:28]3[C:27]([NH2:29])=[N:26][CH:25]=[N:24][C:23]=3[N:22]([C@H:30]3[CH2:35][CH2:34][C@H:33]([N:36]4[CH2:41][CH2:40][N:39]([CH3:42])[CH2:38][CH2:37]4)[CH2:32][CH2:31]3)[CH:21]=2)[CH:10]=[CH:11][C:12]=1[O:13][C:14]1[CH:19]=[CH:18][CH:17]=[CH:16][CH:15]=1, predict the reaction product. The product is: [NH2:29][C:27]1[C:28]2[C:20]([C:9]3[CH:10]=[CH:11][C:12]([O:13][C:14]4[CH:15]=[CH:16][CH:17]=[CH:18][CH:19]=4)=[C:7]([OH:6])[CH:8]=3)=[CH:21][N:22]([C@H:30]3[CH2:31][CH2:32][C@H:33]([N:36]4[CH2:37][CH2:38][N:39]([CH3:42])[CH2:40][CH2:41]4)[CH2:34][CH2:35]3)[C:23]=2[N:24]=[CH:25][N:26]=1. (3) Given the reactants [H-].[Na+].[C:3]([CH2:5][C:6]([O:8][CH2:9][CH3:10])=[O:7])#[N:4].[C:11](=[S:13])=[S:12].[CH2:14](Br)[C:15]1[CH:20]=[CH:19][CH:18]=[CH:17][CH:16]=1, predict the reaction product. The product is: [C:3]([C:5](=[C:11]([S:13][CH2:14][C:15]1[CH:20]=[CH:19][CH:18]=[CH:17][CH:16]=1)[S:12][CH2:14][C:15]1[CH:20]=[CH:19][CH:18]=[CH:17][CH:16]=1)[C:6]([O:8][CH2:9][CH3:10])=[O:7])#[N:4]. (4) Given the reactants [CH:1]([C:4]1[CH:5]=[C:6]([NH:10][C:11]([C:13]2[CH:14]=[C:15]([N:19]3[CH2:28][C:27]4[CH:26]=[N:25][CH:24]=[C:23]([C:29]([O:31]C)=[O:30])[C:22]=4[CH2:21][CH2:20]3)[CH:16]=[CH:17][CH:18]=2)=[O:12])[CH:7]=[CH:8][CH:9]=1)([CH3:3])[CH3:2].[OH-].[Na+].Cl.O, predict the reaction product. The product is: [CH:1]([C:4]1[CH:5]=[C:6]([NH:10][C:11]([C:13]2[CH:14]=[C:15]([N:19]3[CH2:28][C:27]4[CH:26]=[N:25][CH:24]=[C:23]([C:29]([OH:31])=[O:30])[C:22]=4[CH2:21][CH2:20]3)[CH:16]=[CH:17][CH:18]=2)=[O:12])[CH:7]=[CH:8][CH:9]=1)([CH3:3])[CH3:2].